Dataset: Full USPTO retrosynthesis dataset with 1.9M reactions from patents (1976-2016). Task: Predict the reactants needed to synthesize the given product. (1) The reactants are: [NH2:1][C:2]1[CH:3]=[C:4]([C:8]([C:10]2[CH:11]=[C:12]3[C:17](=[CH:18][CH:19]=2)[N:16]=[CH:15][C:14]([C:20]2[CH:21]=[N:22][CH:23]=[CH:24][CH:25]=2)=[N:13]3)=[O:9])[CH:5]=[CH:6][CH:7]=1.[Cl:26][C:27]1[CH:35]=[CH:34][C:30]([C:31](O)=[O:32])=[CH:29][C:28]=1[C:36]([F:39])([F:38])[F:37].CN(C(ON1N=NC2C=CC=NC1=2)=[N+](C)C)C.F[P-](F)(F)(F)(F)F.CCN(C(C)C)C(C)C. Given the product [Cl:26][C:27]1[CH:35]=[CH:34][C:30]([C:31]([NH:1][C:2]2[CH:7]=[CH:6][CH:5]=[C:4]([C:8]([C:10]3[CH:11]=[C:12]4[C:17](=[CH:18][CH:19]=3)[N:16]=[CH:15][C:14]([C:20]3[CH:21]=[N:22][CH:23]=[CH:24][CH:25]=3)=[N:13]4)=[O:9])[CH:3]=2)=[O:32])=[CH:29][C:28]=1[C:36]([F:37])([F:38])[F:39], predict the reactants needed to synthesize it. (2) Given the product [F:20][C:15]1[C:14]2[C:19](=[C:11]([C:4]3[CH:5]=[CH:6][C:7]([OH:9])=[CH:8][C:3]=3[OH:2])[N:12]([CH2:21][CH:22]([CH3:24])[CH3:23])[N:13]=2)[CH:18]=[CH:17][CH:16]=1, predict the reactants needed to synthesize it. The reactants are: C[O:2][C:3]1[CH:8]=[C:7]([O:9]C)[CH:6]=[CH:5][C:4]=1[C:11]1[N:12]([CH2:21][CH:22]([CH3:24])[CH3:23])[N:13]=[C:14]2[C:19]=1[CH:18]=[CH:17][CH:16]=[C:15]2[F:20].B(Br)(Br)Br.C1CCCCC=1.